Dataset: Full USPTO retrosynthesis dataset with 1.9M reactions from patents (1976-2016). Task: Predict the reactants needed to synthesize the given product. (1) Given the product [C:32]([CH:34]=[C:35]1[CH2:40][CH2:39][N:38]([C:27]([O:4][CH2:3][C:2]([F:6])([F:5])[F:1])=[O:29])[CH2:37][CH2:36]1)#[N:33], predict the reactants needed to synthesize it. The reactants are: [F:1][C:2]([F:6])([F:5])[CH2:3][OH:4].C1C(=O)N(OC(ON2C(=O)CCC2=O)=O)C(=O)C1.FC(F)(F)[C:27]([O-:29])=O.[C:32]([CH:34]=[C:35]1[CH2:40][CH2:39][NH2+:38][CH2:37][CH2:36]1)#[N:33]. (2) Given the product [CH3:58][O:59][C:60]1[CH:61]=[C:62]([C:68]2[C@@H:77]3[C@@H:72]([CH2:73][CH2:74][CH2:75][CH2:76]3)[C:71](=[O:78])[N:70]([CH:79]3[CH2:80][CH2:81][N:82]([C:11](=[O:13])[CH2:10][C@H:9]([NH:8][C:6](=[O:7])[O:5][C:1]([CH3:2])([CH3:3])[CH3:4])[CH2:14][C:15]4[CH:20]=[CH:19][CH:18]=[CH:17][CH:16]=4)[CH2:83][CH2:84]3)[N:69]=2)[CH:63]=[CH:64][C:65]=1[O:66][CH3:67], predict the reactants needed to synthesize it. The reactants are: [C:1]([O:5][C:6]([NH:8][C@H:9]([CH2:14][C:15]1[CH:20]=[CH:19][CH:18]=[CH:17][CH:16]=1)[CH2:10][C:11]([OH:13])=O)=[O:7])([CH3:4])([CH3:3])[CH3:2].CCN(C(C)C)C(C)C.CCOC(C(C#N)=NOC(N1CCOCC1)=[N+](C)C)=O.F[P-](F)(F)(F)(F)F.Cl.[CH3:58][O:59][C:60]1[CH:61]=[C:62]([C:68]2[C@@H:77]3[C@@H:72]([CH2:73][CH2:74][CH2:75][CH2:76]3)[C:71](=[O:78])[N:70]([CH:79]3[CH2:84][CH2:83][NH:82][CH2:81][CH2:80]3)[N:69]=2)[CH:63]=[CH:64][C:65]=1[O:66][CH3:67].C(=O)(O)[O-].[Na+]. (3) Given the product [O:15]1[C:19]2[CH:20]=[CH:21][C:22]([C:24]3([C:27]([NH:14][C:8]4[CH:7]=[C:6]5[C:11](=[CH:10][CH:9]=4)[NH:12][C:13]4[CH2:1][CH2:2][CH2:3][CH2:4][C:5]5=4)=[O:28])[CH2:25][CH2:26]3)=[CH:23][C:18]=2[O:17][CH2:16]1, predict the reactants needed to synthesize it. The reactants are: [CH2:1]1[C:13]2[NH:12][C:11]3[C:6](=[CH:7][C:8]([NH2:14])=[CH:9][CH:10]=3)[C:5]=2[CH2:4][CH2:3][CH2:2]1.[O:15]1[C:19]2[CH:20]=[CH:21][C:22]([C:24]3([C:27](O)=[O:28])[CH2:26][CH2:25]3)=[CH:23][C:18]=2[O:17][CH2:16]1.C(N(C(C)C)CC)(C)C.F[P-](F)(F)(F)(F)F.C[N+](C)=C(N(C)C)O. (4) Given the product [Br-:1].[C:10]([C:9]1[CH:12]=[CH:13][C:6]([CH2:5][O:4][CH2:3][CH2:2][N+:14]23[CH2:21][CH2:20][CH:17]([CH2:18][CH2:19]2)[C@@H:16]([O:22][C:23]([C:25]2([C:32]4[CH:33]=[CH:34][CH:35]=[CH:36][CH:37]=4)[CH2:31][CH2:30][CH2:29][CH2:28][CH2:27][CH2:26]2)=[O:24])[CH2:15]3)=[CH:7][CH:8]=1)#[N:11], predict the reactants needed to synthesize it. The reactants are: [Br:1][CH2:2][CH2:3][O:4][CH2:5][C:6]1[CH:13]=[CH:12][C:9]([C:10]#[N:11])=[CH:8][CH:7]=1.[N:14]12[CH2:21][CH2:20][CH:17]([CH2:18][CH2:19]1)[C@@H:16]([O:22][C:23]([C:25]1([C:32]3[CH:37]=[CH:36][CH:35]=[CH:34][CH:33]=3)[CH2:31][CH2:30][CH2:29][CH2:28][CH2:27][CH2:26]1)=[O:24])[CH2:15]2. (5) Given the product [CH3:36][C:32]1([C:30]([CH:17]2[C:12](=[O:11])[CH2:13][CH2:14][N:15]([C:18]([O:20][C:21]([CH3:24])([CH3:23])[CH3:22])=[O:19])[CH2:16]2)=[O:31])[CH2:35][CH2:34][CH2:33]1, predict the reactants needed to synthesize it. The reactants are: [Li+].C[Si]([N-][Si](C)(C)C)(C)C.[O:11]=[C:12]1[CH2:17][CH2:16][N:15]([C:18]([O:20][C:21]([CH3:24])([CH3:23])[CH3:22])=[O:19])[CH2:14][CH2:13]1.N1([C:30]([C:32]2([CH3:36])[CH2:35][CH2:34][CH2:33]2)=[O:31])C=CN=C1. (6) Given the product [F:1][C:2]1[C:9]([O:10][CH3:11])=[CH:8][CH:7]=[C:6]([C:12]2[CH:16]=[CH:15][O:14][CH:13]=2)[C:3]=1[CH2:4][NH2:5], predict the reactants needed to synthesize it. The reactants are: [F:1][C:2]1[C:9]([O:10][CH3:11])=[CH:8][CH:7]=[C:6]([C:12]2[CH:16]=[CH:15][O:14][CH:13]=2)[C:3]=1[C:4]#[N:5].N. (7) Given the product [CH2:1]([O:3][C:4](=[O:44])[CH2:5][CH:6]1[C:15]2[C:10](=[C:11]([F:16])[CH:12]=[CH:13][CH:14]=2)[N:9]([C:17](=[O:43])[NH:18][CH2:19][C:20]2[CH:25]=[CH:24][C:23]([C:26]([N:28]3[C:34]4[CH:35]=[CH:36][CH:37]=[CH:38][C:33]=4[CH2:32][N:31]4[CH:39]=[CH:40][CH:41]=[C:30]4[CH2:29]3)=[O:27])=[CH:22][C:21]=2[CH3:42])[CH2:8][CH2:7]1)[CH3:2], predict the reactants needed to synthesize it. The reactants are: [CH2:1]([O:3][C:4](=[O:44])[CH:5]=[C:6]1[C:15]2[C:10](=[C:11]([F:16])[CH:12]=[CH:13][CH:14]=2)[N:9]([C:17](=[O:43])[NH:18][CH2:19][C:20]2[CH:25]=[CH:24][C:23]([C:26]([N:28]3[C:34]4[CH:35]=[CH:36][CH:37]=[CH:38][C:33]=4[CH2:32][N:31]4[CH:39]=[CH:40][CH:41]=[C:30]4[CH2:29]3)=[O:27])=[CH:22][C:21]=2[CH3:42])[CH2:8][CH2:7]1)[CH3:2].C(OC(=O)CC1C2C(=C(F)C=CC=2)N(C(=O)NCC2C=CC(C(N3C4C=CC=CC=4CN4C=CC=C4C3)=O)=CC=2C)CC=1)C. (8) Given the product [CH:13]([O:16][CH2:17][CH2:18][NH:21][C:22]1[N:23]=[CH:24][NH:25][C:26]=1[C:27]([NH2:29])=[O:28])([CH3:14])[CH3:15], predict the reactants needed to synthesize it. The reactants are: ClN1C(=O)N(Cl)C(=O)N(Cl)C1=O.[CH:13]([O:16][CH2:17][CH2:18]O)([CH3:15])[CH3:14].Cl.[NH2:21][C:22]1[N:23]=[CH:24][NH:25][C:26]=1[C:27]([NH2:29])=[O:28].